Dataset: Catalyst prediction with 721,799 reactions and 888 catalyst types from USPTO. Task: Predict which catalyst facilitates the given reaction. Product: [O:14]1[C:10]2([CH2:15][CH2:16][CH:7]([CH:4]([N:2]([CH3:3])[CH3:1])[C:5]3[CH:26]=[CH:27][CH:28]=[C:23]([F:22])[CH:24]=3)[CH2:8][CH2:9]2)[O:11][CH2:12][CH2:13]1. The catalyst class is: 6. Reactant: [CH3:1][N:2]([CH:4]([CH:7]1[CH2:16][CH2:15][C:10]2([O:14][CH2:13][CH2:12][O:11]2)[CH2:9][CH2:8]1)[C:5]#N)[CH3:3].C1COCC1.[F:22][C:23]1[CH:24]=C([Mg]Br)[CH:26]=[CH:27][CH:28]=1.[Cl-].[NH4+].